This data is from Catalyst prediction with 721,799 reactions and 888 catalyst types from USPTO. The task is: Predict which catalyst facilitates the given reaction. (1) Reactant: [OH:1][C:2]([CH:11]([CH3:13])[CH3:12])=[CH:3][C:4](=O)[C:5]([O:7][CH2:8][CH3:9])=[O:6].Cl.[CH3:15][O:16][NH2:17].C(O)C. Product: [CH3:15][O:16][N:17]=[C:4]([CH2:3][C:2](=[O:1])[CH:11]([CH3:13])[CH3:12])[C:5]([O:7][CH2:8][CH3:9])=[O:6]. The catalyst class is: 13. (2) Reactant: [CH3:1][C:2]1[CH:7]=[CH:6][CH:5]=[C:4]([CH3:8])[C:3]=1[C:9]1[N:14]=[C:13]([CH:15]=[O:16])[C:12]([F:17])=[CH:11][CH:10]=1.[BH4-].[Na+]. Product: [CH3:1][C:2]1[CH:7]=[CH:6][CH:5]=[C:4]([CH3:8])[C:3]=1[C:9]1[N:14]=[C:13]([CH2:15][OH:16])[C:12]([F:17])=[CH:11][CH:10]=1. The catalyst class is: 5. (3) Reactant: I[C:2]1[CH:3]=[C:4]([CH:17]=[CH:18][C:19]=1[CH3:20])[C:5]([NH:7][CH2:8][CH2:9][CH2:10][N:11]1[CH2:16][CH2:15][O:14][CH2:13][CH2:12]1)=[O:6].C(N(CC)CC)C.[CH3:28][C:29]1([CH3:36])[C:33]([CH3:35])([CH3:34])[O:32][BH:31][O:30]1. Product: [CH3:20][C:19]1[CH:18]=[CH:17][C:4]([C:5]([NH:7][CH2:8][CH2:9][CH2:10][N:11]2[CH2:16][CH2:15][O:14][CH2:13][CH2:12]2)=[O:6])=[CH:3][C:2]=1[B:31]1[O:32][C:33]([CH3:35])([CH3:34])[C:29]([CH3:36])([CH3:28])[O:30]1. The catalyst class is: 184. (4) Reactant: [Cl:1][C:2]1[CH:7]=[C:6]([Cl:8])[CH:5]=[C:4]([Cl:9])[C:3]=1[CH2:10][CH2:11][CH:12]=O.C(N(CC)CC)C.Cl.[CH3:22][O:23][NH2:24]. Product: [CH3:22][O:23][N:24]=[CH:12][CH2:11][CH2:10][C:3]1[C:4]([Cl:9])=[CH:5][C:6]([Cl:8])=[CH:7][C:2]=1[Cl:1]. The catalyst class is: 5.